The task is: Predict the product of the given reaction.. This data is from Forward reaction prediction with 1.9M reactions from USPTO patents (1976-2016). (1) The product is: [CH3:35][S:36]([NH:39][C:12]([C:11]1[CH:10]=[C:9]([NH:8][C:6](=[O:7])[C:5]2[CH:18]=[CH:19][CH:20]=[C:3]([C:2]([F:22])([F:21])[F:1])[CH:4]=2)[CH:17]=[CH:16][CH:15]=1)=[O:13])(=[O:38])=[O:37]. Given the reactants [F:1][C:2]([F:22])([F:21])[C:3]1[CH:4]=[C:5]([CH:18]=[CH:19][CH:20]=1)[C:6]([NH:8][C:9]1[CH:10]=[C:11]([CH:15]=[CH:16][CH:17]=1)[C:12](O)=[O:13])=[O:7].C(N1C=CN=C1)(N1C=CN=C1)=O.[CH3:35][S:36]([NH2:39])(=[O:38])=[O:37].N12CCCN=C1CCCCC2, predict the reaction product. (2) Given the reactants Br[C:2]1[CH:9]=[N:8][CH:7]=[C:6]([Br:10])[C:3]=1[CH:4]=[O:5].[C:11]1(=[O:24])[C:16]2[CH:17]=[C:18]3[N:23]([C:15]=2[CH2:14][CH2:13][NH:12]1)[CH2:22][CH2:21][CH2:20][CH2:19]3.C(=O)([O-])[O-].[Cs+].[Cs+].CC1(C)C2C(=C(P(C3C=CC=CC=3)C3C=CC=CC=3)C=CC=2)OC2C(P(C3C=CC=CC=3)C3C=CC=CC=3)=CC=CC1=2, predict the reaction product. The product is: [Br:10][C:6]1[CH:7]=[N:8][CH:9]=[C:2]([N:12]2[CH2:13][CH2:14][C:15]3[N:23]4[C:18]([CH2:19][CH2:20][CH2:21][CH2:22]4)=[CH:17][C:16]=3[C:11]2=[O:24])[C:3]=1[CH:4]=[O:5]. (3) Given the reactants [NH2:1][C:2]1[CH:3]=[CH:4][C:5]2[O:9][N:8]=[C:7]([C:10]([NH:12][C:13]3[CH:25]=[CH:24][C:23]([C:26]#[N:27])=[CH:22][C:14]=3[C:15]([O:17]C(C)(C)C)=[O:16])=[O:11])[C:6]=2[CH:28]=1.N1C=CC=CC=1.[C:35](Cl)(=[O:37])[CH3:36], predict the reaction product. The product is: [C:35]([NH:1][C:2]1[CH:3]=[CH:4][C:5]2[O:9][N:8]=[C:7]([C:10]([NH:12][C:13]3[CH:25]=[CH:24][C:23]([C:26]#[N:27])=[CH:22][C:14]=3[C:15]([OH:17])=[O:16])=[O:11])[C:6]=2[CH:28]=1)(=[O:37])[CH3:36]. (4) Given the reactants Cl[C:2]1[CH:7]=[C:6]([Cl:8])[N:5]=[C:4]([S:9]([CH3:12])(=[O:11])=[O:10])[N:3]=1.Cl.[C@H:14]12[CH2:20][C@H:17]([NH:18][CH2:19]1)[CH2:16][O:15]2.C(N(CC)C(C)C)(C)C, predict the reaction product. The product is: [Cl:8][C:6]1[N:5]=[C:4]([S:9]([CH3:12])(=[O:11])=[O:10])[N:3]=[C:2]([N:18]2[CH2:19][C@@H:14]3[CH2:20][C@H:17]2[CH2:16][O:15]3)[CH:7]=1. (5) Given the reactants [OH:1][C:2]([C:29]1[S:30][CH:31]=[CH:32][CH:33]=1)([C:24]1[S:25][CH:26]=[CH:27][CH:28]=1)[C:3]([O:5][C@H:6]1[CH2:11][CH2:10][C@H:9]([N:12]([CH2:14][CH2:15][NH:16]C(OC(C)(C)C)=O)[CH3:13])[CH2:8][CH2:7]1)=[O:4].Cl, predict the reaction product. The product is: [OH:1][C:2]([C:24]1[S:25][CH:26]=[CH:27][CH:28]=1)([C:29]1[S:30][CH:31]=[CH:32][CH:33]=1)[C:3]([O:5][C@H:6]1[CH2:7][CH2:8][C@H:9]([N:12]([CH2:14][CH2:15][NH2:16])[CH3:13])[CH2:10][CH2:11]1)=[O:4]. (6) Given the reactants [ClH:1].CCOC(C)=O.[C:8]1([C:14]2[N:19]=[C:18]3[N:20]4[C:26]([C:27]5[CH:32]=[N:31][CH:30]=[CH:29][N:28]=5)=[N:25][N:24]=[C:21]4[CH:22]=[CH:23][C:17]3=[N:16][C:15]=2[C:33]2[CH:38]=[CH:37][C:36]([C:39]3([NH:43]C(=O)OC(C)(C)C)[CH2:42][CH2:41][CH2:40]3)=[CH:35][CH:34]=2)[CH:13]=[CH:12][CH:11]=[CH:10][CH:9]=1, predict the reaction product. The product is: [ClH:1].[C:8]1([C:14]2[N:19]=[C:18]3[N:20]4[C:26]([C:27]5[CH:32]=[N:31][CH:30]=[CH:29][N:28]=5)=[N:25][N:24]=[C:21]4[CH:22]=[CH:23][C:17]3=[N:16][C:15]=2[C:33]2[CH:34]=[CH:35][C:36]([C:39]3([NH2:43])[CH2:42][CH2:41][CH2:40]3)=[CH:37][CH:38]=2)[CH:9]=[CH:10][CH:11]=[CH:12][CH:13]=1.